Task: Predict the product of the given reaction.. Dataset: Forward reaction prediction with 1.9M reactions from USPTO patents (1976-2016) Given the reactants [N:1]1[CH:6]=[CH:5][C:4]([NH2:7])=[N:3][CH:2]=1.[Cl:8][C:9]1[CH:10]=[C:11](Cl)[C:12]2[N:13]([C:15]([C:18]([NH:20][C:21]3[CH:26]=[CH:25][N:24]=[CH:23][CH:22]=3)=[O:19])=[CH:16][N:17]=2)[N:14]=1.CC1(C)C2C=CC=C(P(C3C=CC=CC=3)C3C=CC=CC=3)C=2OC2C1=CC=CC=2P(C1C=CC=CC=1)C1C=CC=CC=1.C([O-])([O-])=O.[Cs+].[Cs+], predict the reaction product. The product is: [Cl:8][C:9]1[CH:10]=[C:11]([NH:7][C:4]2[CH:5]=[CH:6][N:1]=[CH:2][N:3]=2)[C:12]2[N:13]([C:15]([C:18]([NH:20][C:21]3[CH:26]=[CH:25][N:24]=[CH:23][CH:22]=3)=[O:19])=[CH:16][N:17]=2)[N:14]=1.